Dataset: Reaction yield outcomes from USPTO patents with 853,638 reactions. Task: Predict the reaction yield, written as a fraction of the theoretical maximum amount of product (1.0 means a 100% yield; for example, 0.34 means a 34% yield). (1) The reactants are [I-].[CH3:2][S+](C)C.[H-].[Na+].[CH2:8]([O:10][C:11](=[O:20])[CH:12]=[CH:13][C:14]1[CH:19]=[CH:18][N:17]=[CH:16][CH:15]=1)[CH3:9]. The catalyst is CS(C)=O. The product is [N:17]1[CH:18]=[CH:19][C:14]([C@@H:13]2[CH2:2][C@H:12]2[C:11]([O:10][CH2:8][CH3:9])=[O:20])=[CH:15][CH:16]=1. The yield is 0.180. (2) The reactants are COC1C=C(OC)C=C(OC)C=1C[S:6][C:7]1[CH:12]=[CH:11][CH:10]=[CH:9][C:8]=1[C:13]1[CH:18]=[CH:17][CH:16]=[C:15]([OH:19])[CH:14]=1.C(O)(C(F)(F)F)=O.C([SiH](CC)CC)C.C(Cl)Cl. The catalyst is O. The product is [SH:6][C:7]1[CH:12]=[CH:11][CH:10]=[CH:9][C:8]=1[C:13]1[CH:18]=[CH:17][CH:16]=[C:15]([OH:19])[CH:14]=1. The yield is 0.670. (3) The reactants are C(OC([N:8]1[CH2:13][CH2:12][N:11]([C:14]2[CH:19]=[CH:18][C:17]([N+:20]([O-:22])=[O:21])=[CH:16][N:15]=2)[CH2:10][CH2:9]1)=O)(C)(C)C.C(O)(C(F)(F)F)=O. The catalyst is ClCCl. The product is [N+:20]([C:17]1[CH:18]=[CH:19][C:14]([N:11]2[CH2:10][CH2:9][NH:8][CH2:13][CH2:12]2)=[N:15][CH:16]=1)([O-:22])=[O:21]. The yield is 0.960. (4) The reactants are Br[C:2]1[CH:3]=[CH:4][C:5]([NH2:8])=[N:6][CH:7]=1.[C:9]([O:13][CH2:14][CH3:15])(=[O:12])[CH:10]=[CH2:11].CCN(C(C)C)C(C)C. The catalyst is CN(C=O)C.CC([O-])=O.CC([O-])=O.[Pd+2]. The product is [NH2:8][C:5]1[N:6]=[CH:7][C:2](/[CH:11]=[CH:10]/[C:9]([O:13][CH2:14][CH3:15])=[O:12])=[CH:3][CH:4]=1. The yield is 0.810. (5) The reactants are C([O:8][C:9]1[CH:18]=[C:17]2[C:12]([CH:13]=[C:14]([C:19]([O:21][CH2:22][CH3:23])=[O:20])[CH:15]=[N:16]2)=[N:11][CH:10]=1)C1C=CC=CC=1.C(OC1C=NC2C(C=1)=NC=C(Br)C=2)C1C=CC=CC=1.CCN(CC)CC. The catalyst is CCO.C1C=CC(C#N)=CC=1.C1C=CC(C#N)=CC=1.Cl[Pd]Cl.C1C=CC(P(C2C=CC=CC=2)[C-]2C=CC=C2)=CC=1.C1C=CC(P(C2C=CC=CC=2)[C-]2C=CC=C2)=CC=1.[Fe+2]. The product is [OH:8][C:9]1[CH:18]=[C:17]2[C:12]([CH:13]=[C:14]([C:19]([O:21][CH2:22][CH3:23])=[O:20])[CH:15]=[N:16]2)=[N:11][CH:10]=1. The yield is 0.670. (6) The reactants are [Cl:1][C:2]1[CH:3]=[C:4]([CH:7]=[C:8]([OH:10])[CH:9]=1)[CH:5]=[O:6].C(=O)([O-])[O-].[K+].[K+].[F:17][CH2:18][CH2:19]CS([O-])(=O)=O. The catalyst is CN(C=O)C. The product is [Cl:1][C:2]1[CH:3]=[C:4]([CH:7]=[C:8]([O:10][CH2:19][CH2:18][F:17])[CH:9]=1)[CH:5]=[O:6]. The yield is 0.710. (7) The reactants are [F:1][C:2]1[CH:27]=[CH:26][C:5]2[C:6](=[O:25])[N:7]=[C:8]([C:10]3[CH:15]=[C:14]([CH2:16][CH2:17][C:18]([O:20]C(C)(C)C)=[O:19])[CH:13]=[CH:12][N:11]=3)[S:9][C:4]=2[CH:3]=1. The catalyst is FC(F)(F)C(O)=O. The product is [F:1][C:2]1[CH:27]=[CH:26][C:5]2[C:6](=[O:25])[N:7]=[C:8]([C:10]3[CH:15]=[C:14]([CH2:16][CH2:17][C:18]([OH:20])=[O:19])[CH:13]=[CH:12][N:11]=3)[S:9][C:4]=2[CH:3]=1. The yield is 0.710.